This data is from Full USPTO retrosynthesis dataset with 1.9M reactions from patents (1976-2016). The task is: Predict the reactants needed to synthesize the given product. Given the product [F:3][C:4]1[CH:9]=[CH:8][C:7]([C@H:10]([O:19][CH3:21])[CH2:11][C@H:12]([CH2:16][CH:17]=[CH2:18])[C:13]([OH:15])=[O:14])=[CH:6][C:5]=1[CH3:20], predict the reactants needed to synthesize it. The reactants are: [H-].[Na+].[F:3][C:4]1[CH:9]=[CH:8][C:7]([C@H:10]([OH:19])[CH2:11][C@H:12]([CH2:16][CH:17]=[CH2:18])[C:13]([OH:15])=[O:14])=[CH:6][C:5]=1[CH3:20].[CH3:21]I.